From a dataset of Catalyst prediction with 721,799 reactions and 888 catalyst types from USPTO. Predict which catalyst facilitates the given reaction. Reactant: Br[C:2]1[N:6]2[N:7]=[C:8]([Cl:11])[CH:9]=[CH:10][C:5]2=[N:4][CH:3]=1.[C:12]([C:14]1[CH:15]=[C:16](B(O)O)[CH:17]=[CH:18][CH:19]=1)#[N:13].C([O-])([O-])=O.[K+].[K+]. Product: [Cl:11][C:8]1[CH:9]=[CH:10][C:5]2[N:6]([C:2]([C:18]3[CH:19]=[C:14]([CH:15]=[CH:16][CH:17]=3)[C:12]#[N:13])=[CH:3][N:4]=2)[N:7]=1. The catalyst class is: 70.